From a dataset of Reaction yield outcomes from USPTO patents with 853,638 reactions. Predict the reaction yield, written as a fraction of the theoretical maximum amount of product (1.0 means a 100% yield; for example, 0.34 means a 34% yield). (1) The reactants are [F:1][C:2]([F:31])([F:30])[C:3]1[CH:4]=[C:5]([NH:13][C:14](=[O:29])[CH2:15][N:16]2[CH2:21][CH2:20][N:19](C(OC(C)(C)C)=O)[CH2:18][CH2:17]2)[CH:6]=[C:7]([C:9]([F:12])([F:11])[F:10])[CH:8]=1.Cl. The catalyst is C(Cl)Cl.CCOCC. The product is [F:12][C:9]([F:10])([F:11])[C:7]1[CH:6]=[C:5]([NH:13][C:14](=[O:29])[CH2:15][N:16]2[CH2:17][CH2:18][NH:19][CH2:20][CH2:21]2)[CH:4]=[C:3]([C:2]([F:30])([F:31])[F:1])[CH:8]=1. The yield is 1.00. (2) The reactants are [CH2:1]([CH:3]([CH2:10][CH2:11][CH2:12][CH3:13])[CH2:4][N:5]1[CH:9]=[N:8][N:7]=[N:6]1)[CH3:2].[I:14]I. The catalyst is OO.C(O)(C)(C)C. The product is [CH2:1]([CH:3]([CH2:10][CH2:11][CH2:12][CH3:13])[CH2:4][N:5]1[C:9]([I:14])=[N:8][N:7]=[N:6]1)[CH3:2]. The yield is 0.850. (3) The reactants are [Br:1][C:2]1[CH:7]=[C:6]([CH3:8])[C:5]([Cl:9])=[CH:4][C:3]=1[C:10]([OH:13])([CH3:12])[CH3:11].Cl[CH2:15][O:16][CH2:17][CH3:18].CCN(C(C)C)C(C)C.O. The catalyst is C(Cl)Cl. The product is [Br:1][C:2]1[CH:7]=[C:6]([CH3:8])[C:5]([Cl:9])=[CH:4][C:3]=1[C:10]([O:13][CH2:15][O:16][CH2:17][CH3:18])([CH3:11])[CH3:12]. The yield is 0.775.